From a dataset of Forward reaction prediction with 1.9M reactions from USPTO patents (1976-2016). Predict the product of the given reaction. (1) Given the reactants C[O:2][C:3](=[O:36])[CH2:4][CH2:5][C:6]1[CH:11]=[CH:10][C:9]([O:12][CH:13]([CH3:34])[CH2:14][CH2:15][CH2:16][O:17][C:18]2[CH:23]=[CH:22][C:21]([CH2:24][CH3:25])=[CH:20][C:19]=2[C:26](=[O:33])[C:27]2[CH:32]=[CH:31][CH:30]=[CH:29][CH:28]=2)=[CH:8][C:7]=1[CH3:35].[OH-].[Na+].Cl, predict the reaction product. The product is: [C:26]([C:19]1[CH:20]=[C:21]([CH2:24][CH3:25])[CH:22]=[CH:23][C:18]=1[O:17][CH2:16][CH2:15][CH2:14][CH:13]([CH3:34])[O:12][C:9]1[CH:10]=[CH:11][C:6]([CH2:5][CH2:4][C:3]([OH:36])=[O:2])=[C:7]([CH3:35])[CH:8]=1)(=[O:33])[C:27]1[CH:28]=[CH:29][CH:30]=[CH:31][CH:32]=1. (2) Given the reactants Cl.[CH3:2][O:3][C:4](=[O:35])[CH:5]([N:20](C(OC(C)(C)C)=O)C(OC(C)(C)C)=O)[CH2:6][N:7]([C:14]1[CH:19]=[CH:18][CH:17]=[CH:16][CH:15]=1)[C:8]1[N:13]=[CH:12][CH:11]=[CH:10][N:9]=1, predict the reaction product. The product is: [CH3:2][O:3][C:4](=[O:35])[CH:5]([NH2:20])[CH2:6][N:7]([C:14]1[CH:19]=[CH:18][CH:17]=[CH:16][CH:15]=1)[C:8]1[N:9]=[CH:10][CH:11]=[CH:12][N:13]=1. (3) The product is: [CH:21]([C@@H:11]1[C:12](=[O:13])[NH:14][CH:15]=[CH:16][N:10]1[C:9]([O:8][CH2:1][C:2]1[CH:3]=[CH:4][CH:5]=[CH:6][CH:7]=1)=[O:24])([CH3:22])[CH3:23]. Given the reactants [CH2:1]([O:8][C:9](=[O:24])[NH:10][C@H:11]([CH:21]([CH3:23])[CH3:22])[C:12]([NH:14][CH2:15][CH:16](OC)OC)=[O:13])[C:2]1[CH:7]=[CH:6][CH:5]=[CH:4][CH:3]=1.C(O)(C(F)(F)F)=O.O.C([O-])([O-])=O.[Na+].[Na+], predict the reaction product. (4) Given the reactants C([O:3][C:4](=O)[CH:5]([CH3:24])[CH2:6][N:7]([C:14]1[C:19]([N+:20]([O-])=O)=[CH:18][N:17]=[C:16]([Cl:23])[N:15]=1)[C:8]1[CH:13]=[CH:12][CH:11]=[CH:10][CH:9]=1)C, predict the reaction product. The product is: [Cl:23][C:16]1[N:17]=[CH:18][C:19]2[NH:20][C:4](=[O:3])[CH:5]([CH3:24])[CH2:6][N:7]([C:8]3[CH:13]=[CH:12][CH:11]=[CH:10][CH:9]=3)[C:14]=2[N:15]=1. (5) The product is: [C:5]([P:4](=[O:27])([C:14]1[C:13]([O:12][CH3:11])=[CH:18][CH:17]=[CH:16][C:15]=1[O:19][CH3:20])[CH3:2])([CH3:8])([CH3:7])[CH3:6]. Given the reactants Cl[CH:2]([PH2:4])Cl.[C:5]([Mg]Cl)([CH3:8])([CH3:7])[CH3:6].[CH3:11][O:12][C:13]1[CH:18]=[CH:17][CH:16]=[C:15]([O:19][CH3:20])[CH:14]=1.[Li]CCCC.C[O:27]C1C=CC=C(OC)C=1[Li].OO, predict the reaction product.